From a dataset of Catalyst prediction with 721,799 reactions and 888 catalyst types from USPTO. Predict which catalyst facilitates the given reaction. (1) Reactant: [NH2:1][C:2]1[CH:36]=[CH:35][C:5]([O:6][C:7]2[CH:12]=[CH:11][N:10]=[C:9]3[CH:13]=[C:14]([C:16]4[N:17]([CH3:34])[C:18]([CH2:21][N:22]([CH2:30][CH2:31][O:32][CH3:33])[C:23](=[O:29])[O:24][C:25]([CH3:28])([CH3:27])[CH3:26])=[CH:19][N:20]=4)[S:15][C:8]=23)=[C:4]([F:37])[CH:3]=1.[O:38]=[C:39]([NH:44][C:45]1[CH:50]=[CH:49][CH:48]=[CH:47][CH:46]=1)[CH2:40][C:41](O)=[O:42].C(Cl)CCl. The catalyst class is: 3. Product: [F:37][C:4]1[CH:3]=[C:2]([NH:1][C:41](=[O:42])[CH2:40][C:39](=[O:38])[NH:44][C:45]2[CH:46]=[CH:47][CH:48]=[CH:49][CH:50]=2)[CH:36]=[CH:35][C:5]=1[O:6][C:7]1[CH:12]=[CH:11][N:10]=[C:9]2[CH:13]=[C:14]([C:16]3[N:17]([CH3:34])[C:18]([CH2:21][N:22]([CH2:30][CH2:31][O:32][CH3:33])[C:23](=[O:29])[O:24][C:25]([CH3:28])([CH3:27])[CH3:26])=[CH:19][N:20]=3)[S:15][C:8]=12. (2) Reactant: [Cl:1][C:2]1[CH:3]=[CH:4][C:5]([O:23][CH3:24])=[C:6]([C@@:8]2([F:22])[C:16]3[C:11](=[CH:12][C:13]([C:17]([F:20])([F:19])[F:18])=[CH:14][CH:15]=3)[NH:10][C:9]2=[O:21])[CH:7]=1.C(Cl)(Cl)=O.ClC1C=CC(OC)=C([C@@]2(F)C3C(=CC(C(F)(F)F)=CC=3)N(C(Cl)=O)C2=O)C=1.Cl[C:57]([OH:59])=[O:58].OCCC[O:64][P:65](=[O:76])([O:71]C(C)(C)C)[O:66][C:67](C)([CH3:69])[CH3:68]. Product: [P:65]([O:66][CH:67]([CH3:69])[CH2:68][O:59][C:57]([N:10]1[C:11]2[C:16](=[CH:15][CH:14]=[C:13]([C:17]([F:20])([F:19])[F:18])[CH:12]=2)[C@@:8]([C:6]2[CH:7]=[C:2]([Cl:1])[CH:3]=[CH:4][C:5]=2[O:23][CH3:24])([F:22])[C:9]1=[O:21])=[O:58])([OH:76])([OH:71])=[O:64]. The catalyst class is: 272. (3) Reactant: [CH:1]1([C:7]2([OH:12])[CH2:11][CH2:10][CH2:9][CH2:8]2)[CH2:6][CH2:5][CH2:4][CH2:3][CH2:2]1.[C:13](Cl)(=[O:16])[CH:14]=[CH2:15].C(N(CC)CC)C. Product: [C:13]([O:12][C:7]1([CH:1]2[CH2:2][CH2:3][CH2:4][CH2:5][CH2:6]2)[CH2:8][CH2:9][CH2:10][CH2:11]1)(=[O:16])[CH:14]=[CH2:15]. The catalyst class is: 64. (4) Reactant: [NH2:1][C:2]1[CH:7]=[CH:6][CH:5]=[CH:4][CH:3]=1.Cl[C:9](=[O:15])[C:10]([O:12][CH2:13][CH3:14])=[O:11]. Product: [CH2:13]([O:12][C:10](=[O:11])[C:9]([NH:1][C:2]1[CH:7]=[CH:6][CH:5]=[CH:4][CH:3]=1)=[O:15])[CH3:14]. The catalyst class is: 228.